From a dataset of Reaction yield outcomes from USPTO patents with 853,638 reactions. Predict the reaction yield, written as a fraction of the theoretical maximum amount of product (1.0 means a 100% yield; for example, 0.34 means a 34% yield). (1) The reactants are [CH2:1]([C:3]1[CH:4]=[C:5]2[C:9](=[CH:10][CH:11]=1)[NH:8][CH2:7][CH2:6]2)[CH3:2].[N+:12]([O-])([O-:14])=[O:13].[K+].[OH-].[Na+]. The catalyst is OS(O)(=O)=O. The product is [CH2:1]([C:3]1[CH:4]=[C:5]2[C:9](=[CH:10][C:11]=1[N+:12]([O-:14])=[O:13])[NH:8][CH2:7][CH2:6]2)[CH3:2]. The yield is 0.580. (2) The reactants are [C:1](O)(C(F)(F)F)=[O:2].[C:8]1([C:14]2[CH:19]=[C:18]([CH:20]3[CH2:25][NH:24][S:23](=[O:27])(=[O:26])[NH:22][CH2:21]3)[CH:17]=[CH:16][C:15]=2[NH:28][C:29]([C:31]2[N:32](COCC[Si](C)(C)C)[CH:33]=[C:34]([C:36]#[N:37])[N:35]=2)=[O:30])[CH2:13][CH2:12][CH2:11][CH2:10][CH:9]=1. The catalyst is C(Cl)Cl.CCO. The product is [C:8]1([C:14]2[CH:19]=[C:18]([CH:20]3[CH2:25][NH:24][S:23](=[O:26])(=[O:27])[NH:22][CH2:21]3)[C:17]([CH2:1][OH:2])=[CH:16][C:15]=2[NH:28][C:29]([C:31]2[NH:32][CH:33]=[C:34]([C:36]#[N:37])[N:35]=2)=[O:30])[CH2:13][CH2:12][CH2:11][CH2:10][CH:9]=1. The yield is 0.460. (3) The reactants are CO[C:3]1[CH2:4][CH2:5][CH2:6][CH2:7][N:8]=1.[F:9][C:10]1[CH:11]=[C:12]([C:17]2[O:18][C:19](=[O:22])[CH2:20][N:21]=2)[CH:13]=[CH:14][C:15]=1[F:16].O.[OH-].[Li+]. The catalyst is C1COCC1.O. The product is [F:9][C:10]1[CH:11]=[C:12]([C:17]2[N:8]3[CH2:7][CH2:6][CH2:5][CH2:4][C:3]3=[C:20]([C:19]([OH:22])=[O:18])[N:21]=2)[CH:13]=[CH:14][C:15]=1[F:16]. The yield is 0.710. (4) The reactants are [C:1]1([C:43]2[CH:48]=[CH:47][CH:46]=[CH:45][CH:44]=2)[CH:6]=[CH:5][CH:4]=[C:3]([N:7]2[C:12]3[N:13]=[CH:14][C:15]([F:17])=[CH:16][C:11]=3[C:10](=[O:18])[N:9]([C@@H:19]3[CH2:24][CH2:23][C@H:22]([NH:25][C:26](=[O:41])[CH2:27][N:28]4[CH2:33][CH2:32][N:31](C(OC(C)(C)C)=O)[CH2:30][CH2:29]4)[CH2:21][CH2:20]3)[C:8]2=[O:42])[CH:2]=1.Cl. The catalyst is O1CCOCC1. The product is [C:1]1([C:43]2[CH:48]=[CH:47][CH:46]=[CH:45][CH:44]=2)[CH:6]=[CH:5][CH:4]=[C:3]([N:7]2[C:12]3[N:13]=[CH:14][C:15]([F:17])=[CH:16][C:11]=3[C:10](=[O:18])[N:9]([C@@H:19]3[CH2:24][CH2:23][C@H:22]([NH:25][C:26](=[O:41])[CH2:27][N:28]4[CH2:33][CH2:32][NH:31][CH2:30][CH2:29]4)[CH2:21][CH2:20]3)[C:8]2=[O:42])[CH:2]=1. The yield is 0.440. (5) The reactants are O.[NH2:2][NH2:3].Cl[C:5]1[N:12]=[C:11]([S:13][C:14]2[CH:19]=[CH:18][C:17]([F:20])=[CH:16][C:15]=2[F:21])[CH:10]=[CH:9][C:6]=1[C:7]#[N:8]. The catalyst is C(O)CC. The product is [F:21][C:15]1[CH:16]=[C:17]([F:20])[CH:18]=[CH:19][C:14]=1[S:13][C:11]1[N:12]=[C:5]2[NH:2][N:3]=[C:7]([NH2:8])[C:6]2=[CH:9][CH:10]=1. The yield is 0.390. (6) The reactants are Cl[CH2:2][CH2:3][C:4]([NH:6][C:7]1[CH:12]=[CH:11][C:10]([F:13])=[C:9]([CH3:14])[CH:8]=1)=[O:5].ClCCC(Cl)=O.C([O-])([O-])=O.[K+].[K+].[Al+3].[Cl-].[Cl-].[Cl-].Cl. The catalyst is CCOC(C)=O.CC#N. The product is [F:13][C:10]1[CH:11]=[C:12]2[C:7](=[CH:8][C:9]=1[CH3:14])[NH:6][C:4](=[O:5])[CH2:3][CH2:2]2.[F:13][C:10]1[C:9]([CH3:14])=[C:8]2[C:7](=[CH:12][CH:11]=1)[NH:6][C:4](=[O:5])[CH2:3][CH2:2]2. The yield is 0.140. (7) The reactants are [Cl-].Cl[C:3]1[N:8]=[C:7]([C:9]2[S:13][CH:12]=[N:11][C:10]=2[C:14]2[CH:15]=[C:16]([NH:20][C:21](=[O:28])[CH2:22][C:23]3[S:24][CH:25]=[CH:26][CH:27]=3)[CH:17]=[CH:18][CH:19]=2)[CH:6]=[CH:5][N:4]=1.[NH2:29][C:30]1[CH:31]=[C:32]2[C:36](=[CH:37][CH:38]=1)[CH2:35][CH:34]([N:39]([CH3:41])[CH3:40])[CH2:33]2. No catalyst specified. The product is [CH3:40][N:39]([CH3:41])[CH:34]1[CH2:33][C:32]2[C:36](=[CH:37][CH:38]=[C:30]([NH:29][C:3]3[N:8]=[C:7]([C:9]4[S:13][CH:12]=[N:11][C:10]=4[C:14]4[CH:15]=[C:16]([NH:20][C:21](=[O:28])[CH2:22][C:23]5[S:24][CH:25]=[CH:26][CH:27]=5)[CH:17]=[CH:18][CH:19]=4)[CH:6]=[CH:5][N:4]=3)[CH:31]=2)[CH2:35]1. The yield is 0.270.